Dataset: Catalyst prediction with 721,799 reactions and 888 catalyst types from USPTO. Task: Predict which catalyst facilitates the given reaction. (1) Reactant: [Cl:1][C:2]1[CH:7]=[C:6]([C:8]([F:11])([F:10])[F:9])[CH:5]=[CH:4][C:3]=1[CH2:12][C:13]([OH:15])=[O:14].C(N1C=CN=C1)(N1C=CN=C1)=O.C([O-])([O-])=O.[K+].[K+].O[C:35]1[CH:40]=[C:39]([O:41][CH3:42])[CH:38]=[CH:37][C:36]=1[C:43](=O)[CH2:44][C:45]1[CH:50]=[CH:49][C:48]([OH:51])=[CH:47][CH:46]=1. Product: [Cl:1][C:2]1[CH:7]=[C:6]([C:8]([F:11])([F:10])[F:9])[CH:5]=[CH:4][C:3]=1[C:12]1[C:13](=[O:15])[O:14][C:37]2[C:36]([C:43]=1[CH2:44][C:45]1[CH:50]=[CH:49][C:48]([OH:51])=[CH:47][CH:46]=1)=[CH:35][CH:40]=[C:39]([O:41][CH3:42])[CH:38]=2. The catalyst class is: 239. (2) Reactant: [CH2:1]([N:3]([CH2:19][CH3:20])[C:4]([C:6]1[CH:7]=[CH:8][CH:9]=[C:10]2[C:14]=1[NH:13][CH:12]=[C:11]2[CH2:15][C@H:16]([NH2:18])[CH3:17])=[O:5])[CH3:2].[Cl:21][C:22]1[CH:23]=[C:24]([CH:28]=[CH:29][CH:30]=1)[C@H:25]1[O:27][CH2:26]1. Product: [CH2:19]([N:3]([CH2:1][CH3:2])[C:4]([C:6]1[CH:7]=[CH:8][CH:9]=[C:10]2[C:14]=1[NH:13][CH:12]=[C:11]2[CH2:15][C@H:16]([NH:18][CH2:26][C@@H:25]([C:24]1[CH:28]=[CH:29][CH:30]=[C:22]([Cl:21])[CH:23]=1)[OH:27])[CH3:17])=[O:5])[CH3:20]. The catalyst class is: 10. (3) Reactant: [Cl:1][C:2]1[C:3]([F:15])=[C:4]([CH:8]=[C:9]([N+:12]([O-:14])=[O:13])[C:10]=1F)[C:5]([OH:7])=[O:6].C([O-])([O-])=O.[K+].[K+].[CH3:22][Si:23]([CH3:28])([CH3:27])[CH2:24][CH2:25][SH:26].[NH4+].[Cl-]. Product: [Cl:1][C:2]1[C:3]([F:15])=[C:4]([CH:8]=[C:9]([N+:12]([O-:14])=[O:13])[C:10]=1[S:26][CH2:25][CH2:24][Si:23]([CH3:28])([CH3:27])[CH3:22])[C:5]([OH:7])=[O:6]. The catalyst class is: 88. (4) Reactant: [CH:1]1([C:4]2[CH:9]=[CH:8][N:7]=[C:6]([C:10](OC)=[O:11])[N:5]=2)[CH2:3][CH2:2]1.CC(C[AlH]CC(C)C)C. Product: [CH:1]1([C:4]2[CH:9]=[CH:8][N:7]=[C:6]([CH:10]=[O:11])[N:5]=2)[CH2:3][CH2:2]1. The catalyst class is: 1.